Predict the product of the given reaction. From a dataset of Forward reaction prediction with 1.9M reactions from USPTO patents (1976-2016). (1) The product is: [CH2:5]([N:12]1[C:20]2[CH:19]=[CH:18][N:17]=[C:16]([CH:62]3[CH2:61][CH2:67][N:66]([C:40]([O:39][C:53]([CH3:52])([CH3:58])[CH3:54])=[O:68])[CH2:64][CH2:63]3)[C:15]=2[CH:14]=[CH:13]1)[C:6]1[CH:7]=[CH:8][CH:9]=[CH:10][CH:11]=1. Given the reactants BrCCBr.[CH2:5]([N:12]1[C:20]2[CH:19]=[CH:18][N:17]=[C:16](N3CCNCC3)[C:15]=2[CH:14]=[CH:13]1)[C:6]1[CH:11]=[CH:10][CH:9]=[CH:8][CH:7]=1.O1C=CC=C1P(C1[O:39][CH:40]=CC=1)C1OC=CC=1.C(N1[C:58]2C=CN=[C:54](Br)[C:53]=2[CH:52]=C1)C1C=CC=CC=1.O1[CH2:64][CH2:63][CH2:62][CH2:61]1.C[NH:66][CH3:67].[O:68]1CCCC1, predict the reaction product. (2) Given the reactants [F:1][C:2]([F:32])([F:31])[C:3]1[CH:8]=[CH:7][C:6]([CH:9]2[CH2:14][N:13]([C:15](OC3C=CC([N+]([O-])=O)=CC=3)=[O:16])[CH2:12][CH:11]([C:27]([O:29][CH3:30])=[O:28])[CH2:10]2)=[CH:5][CH:4]=1.[NH:33]1[CH2:38][CH2:37][NH:36][CH2:35][C:34]1=[O:39], predict the reaction product. The product is: [O:39]=[C:34]1[NH:33][CH2:38][CH2:37][N:36]([C:15]([N:13]2[CH2:14][CH:9]([C:6]3[CH:5]=[CH:4][C:3]([C:2]([F:32])([F:1])[F:31])=[CH:8][CH:7]=3)[CH2:10][CH:11]([C:27]([O:29][CH3:30])=[O:28])[CH2:12]2)=[O:16])[CH2:35]1. (3) Given the reactants C([O:8][C:9]1[CH:14]=[CH:13][C:12]([C:15]2[N:19]([C:20]3[CH:25]=[CH:24][C:23]([Cl:26])=[CH:22][C:21]=3[Cl:27])[N:18]=[C:17]([C:28]([O:30][CH2:31][C:32]([Cl:35])([Cl:34])[Cl:33])=[O:29])[C:16]=2[CH3:36])=[CH:11][CH:10]=1)C1C=CC=CC=1.C(O)C, predict the reaction product. The product is: [Cl:27][C:21]1[CH:22]=[C:23]([Cl:26])[CH:24]=[CH:25][C:20]=1[N:19]1[C:15]([C:12]2[CH:11]=[CH:10][C:9]([OH:8])=[CH:14][CH:13]=2)=[C:16]([CH3:36])[C:17]([C:28]([O:30][CH2:31][C:32]([Cl:34])([Cl:35])[Cl:33])=[O:29])=[N:18]1. (4) Given the reactants Cl[C:2]1[CH:7]=[C:6]([N:8]2[CH2:13][CH2:12][CH:11]([C:14]([F:17])([F:16])[F:15])[CH2:10][CH2:9]2)[N:5]=[CH:4][N:3]=1.[C-:18]#[N:19].O.CC(=O)OCC, predict the reaction product. The product is: [F:15][C:14]([F:17])([F:16])[CH:11]1[CH2:12][CH2:13][N:8]([C:6]2[N:5]=[CH:4][N:3]=[C:2]([C:18]#[N:19])[CH:7]=2)[CH2:9][CH2:10]1. (5) Given the reactants [CH2:1]([O:8][C:9]([NH:11][C:12]1[CH:17]=[CH:16][C:15]([S:18]([NH2:21])(=[O:20])=[O:19])=[CH:14][C:13]=1[C:22]([O:24][C:25]([CH3:28])([CH3:27])[CH3:26])=[O:23])=[O:10])[C:2]1[CH:7]=[CH:6][CH:5]=[CH:4][CH:3]=1.[Cl:29][C:30]1[CH:31]=[C:32]([NH:46][C:47](OC2C=CC=CC=2)=[O:48])[C:33](=[CH:44][CH:45]=1)[C:34]([O:36][CH2:37][C:38]1[CH:43]=[CH:42][CH:41]=[CH:40][CH:39]=1)=[O:35], predict the reaction product. The product is: [CH2:1]([O:8][C:9]([NH:11][C:12]1[CH:17]=[CH:16][C:15]([S:18]([NH:21][C:47]([NH:46][C:32]2[CH:31]=[C:30]([Cl:29])[CH:45]=[CH:44][C:33]=2[C:34]([O:36][CH2:37][C:38]2[CH:43]=[CH:42][CH:41]=[CH:40][CH:39]=2)=[O:35])=[O:48])(=[O:19])=[O:20])=[CH:14][C:13]=1[C:22]([O:24][C:25]([CH3:28])([CH3:27])[CH3:26])=[O:23])=[O:10])[C:2]1[CH:3]=[CH:4][CH:5]=[CH:6][CH:7]=1. (6) Given the reactants Br[CH2:2][C:3]([C:5]1[CH:10]=[CH:9][CH:8]=[C:7]([C:11]([F:14])([F:13])[F:12])[C:6]=1[F:15])=O.[NH2:16][C:17](=[S:29])[CH2:18][C:19]1[CH:28]=[CH:27][C:22]([C:23]([O:25][CH3:26])=[O:24])=[CH:21][CH:20]=1, predict the reaction product. The product is: [F:15][C:6]1[C:7]([C:11]([F:14])([F:13])[F:12])=[CH:8][CH:9]=[CH:10][C:5]=1[C:3]1[N:16]=[C:17]([CH2:18][C:19]2[CH:28]=[CH:27][C:22]([C:23]([O:25][CH3:26])=[O:24])=[CH:21][CH:20]=2)[S:29][CH:2]=1.